From a dataset of Peptide-MHC class I binding affinity with 185,985 pairs from IEDB/IMGT. Regression. Given a peptide amino acid sequence and an MHC pseudo amino acid sequence, predict their binding affinity value. This is MHC class I binding data. (1) The peptide sequence is VPAMFTAAL. The MHC is HLA-A30:01 with pseudo-sequence HLA-A30:01. The binding affinity (normalized) is 0.0847. (2) The peptide sequence is SYMLQGLRK. The MHC is HLA-A69:01 with pseudo-sequence HLA-A69:01. The binding affinity (normalized) is 0.0847.